This data is from Catalyst prediction with 721,799 reactions and 888 catalyst types from USPTO. The task is: Predict which catalyst facilitates the given reaction. (1) Reactant: [CH3:1][O:2][C:3](=[O:30])[C:4]1[CH:9]=[CH:8][C:7]([NH:10][CH2:11][C:12]2[N:13]=[C:14]3[C:19](=[N:20][CH:21]=2)[N:18]=[C:17]([NH2:22])[N:16]=[C:15]3[NH2:23])=[CH:6][C:5]=1[O:24][CH2:25][C:26]([O:28][CH3:29])=[O:27].C=O.[C:33]([BH3-])#N.[Na+].Cl. Product: [NH2:22][C:17]1[N:16]=[C:15]([NH2:23])[C:14]2[C:19](=[N:20][CH:21]=[C:12]([CH2:11][N:10]([CH3:33])[C:7]3[CH:8]=[CH:9][C:4]([C:3]([O:2][CH3:1])=[O:30])=[C:5]([O:24][CH2:25][C:26]([O:28][CH3:29])=[O:27])[CH:6]=3)[N:13]=2)[N:18]=1. The catalyst class is: 23. (2) Reactant: [CH:1](=[O:8])[C:2]1[CH:7]=[CH:6][CH:5]=[CH:4][CH:3]=1.[C:9]1([Mg]Br)[CH:14]=[CH:13][CH:12]=[CH:11][CH:10]=1. Product: [C:2]1([CH:1]([C:9]2[CH:14]=[CH:13][CH:12]=[CH:11][CH:10]=2)[OH:8])[CH:7]=[CH:6][CH:5]=[CH:4][CH:3]=1. The catalyst class is: 28.